Dataset: Forward reaction prediction with 1.9M reactions from USPTO patents (1976-2016). Task: Predict the product of the given reaction. Given the reactants [C:1]([O:4][CH2:5][C@@H:6]1[C@@H:11]([O:12][C:13](=[O:15])[CH3:14])[C@H:10]([O:16][C:17](=[O:19])[CH3:18])[C@H:9]([F:20])[CH:8]([O:21][C:22](=O)[CH3:23])[O:7]1)(=[O:3])[CH3:2].[Br:25][C:26]1[CH:31]=CC(O)=[C:28]([O:33][CH3:34])[CH:27]=1, predict the reaction product. The product is: [C:1]([O:4][CH2:5][C@@H:6]1[C@@H:11]([O:12][C:13](=[O:15])[CH3:14])[C@H:10]([O:16][C:17](=[O:19])[CH3:18])[C@H:9]([F:20])[C@@H:8]([O:21][C:22]2[CH:23]=[CH:31][C:26]([Br:25])=[CH:27][C:28]=2[O:33][CH3:34])[O:7]1)(=[O:3])[CH3:2].